From a dataset of Full USPTO retrosynthesis dataset with 1.9M reactions from patents (1976-2016). Predict the reactants needed to synthesize the given product. (1) Given the product [S:17]1[C:21]2[CH:22]=[CH:23][CH:24]=[CH:25][C:20]=2[N:19]=[C:18]1[C:26]1[C:27](=[O:28])[O:1][C:2]2[C:3]([CH:4]=1)=[CH:6][CH:7]=[C:8]([N:10]([CH:14]([CH3:16])[CH3:15])[CH2:11][C:12]#[CH:13])[CH:9]=2, predict the reactants needed to synthesize it. The reactants are: [OH:1][C:2]1[CH:9]=[C:8]([N:10]([CH:14]([CH3:16])[CH3:15])[CH2:11][C:12]#[CH:13])[CH:7]=[CH:6][C:3]=1[CH:4]=O.[S:17]1[C:21]2[CH:22]=[CH:23][CH:24]=[CH:25][C:20]=2[N:19]=[C:18]1[CH2:26][C:27](OCC)=[O:28].N1CCCCC1. (2) Given the product [N+:43]([C:37]1[N:38]=[C:39]([N+:40]([O-:42])=[O:41])[N:35]([B-:12]([N:24]2[C:28]([N+:29]([O-:31])=[O:30])=[N:27][C:26]([N+:32]([O-:34])=[O:33])=[N:25]2)([N:13]2[C:17]([N+:18]([O-:20])=[O:19])=[N:16][C:15]([N+:21]([O-:23])=[O:22])=[N:14]2)[N:6]2[C:7]([N+:9]([O-:11])=[O:10])=[N:8][C:4]([N+:1]([O-:3])=[O:2])=[N:5]2)[N:36]=1)([O-:45])=[O:44].[NH4+:47], predict the reactants needed to synthesize it. The reactants are: [N+:1]([C:4]1[N:8]=[C:7]([N+:9]([O-:11])=[O:10])[N:6]([B-:12]([N:35]2[C:39]([N+:40]([O-:42])=[O:41])=[N:38][C:37]([N+:43]([O-:45])=[O:44])=[N:36]2)([N:24]2[C:28]([N+:29]([O-:31])=[O:30])=[N:27][C:26]([N+:32]([O-:34])=[O:33])=[N:25]2)[N:13]2[C:17]([N+:18]([O-:20])=[O:19])=[N:16][C:15]([N+:21]([O-:23])=[O:22])=[N:14]2)[N:5]=1)([O-:3])=[O:2].[Na+].[NH4+:47]. (3) Given the product [CH3:20][O:21][C:22]1[CH:27]=[CH:26][C:25]([CH3:28])=[CH:24][C:23]=1[NH:29][C:30](=[O:31])[NH:1][C:2]1[CH:3]=[CH:4][C:5]([C:8]2[C:16]3[C:11](=[N:12][CH:13]=[CH:14][CH:15]=3)[NH:10][C:9]=2[C:17]([NH2:19])=[O:18])=[CH:6][CH:7]=1, predict the reactants needed to synthesize it. The reactants are: [NH2:1][C:2]1[CH:7]=[CH:6][C:5]([C:8]2[C:16]3[C:11](=[N:12][CH:13]=[CH:14][CH:15]=3)[NH:10][C:9]=2[C:17]([NH2:19])=[O:18])=[CH:4][CH:3]=1.[CH3:20][O:21][C:22]1[CH:27]=[CH:26][C:25]([CH3:28])=[CH:24][C:23]=1[N:29]=[C:30]=[O:31]. (4) Given the product [CH3:37][O:38][C:39](=[O:50])[C@@:40]([NH2:49])([C:19]([C:21]1[C:26]([OH:27])=[CH:25][C:24]2[C:23](=[CH:28][CH:33]=[CH:32][CH:31]=2)[CH:22]=1)=[O:20])[CH2:41][C:42]1[CH:47]=[CH:46][C:45]([Br:48])=[CH:44][CH:43]=1, predict the reactants needed to synthesize it. The reactants are: COC(=O)[C@@H](N[C:19]([C:21]1[CH:22]=[C:23]([C:28]2[CH:33]=[CH:32][C:31](F)=C(Cl)C=2)[CH:24]=[CH:25][C:26]=1[OH:27])=[O:20])CC1C=CC(C2C=CC=CC=2)=CC=1.[CH3:37][O:38][C:39](=[O:50])[C@@H:40]([NH2:49])[CH2:41][C:42]1[CH:47]=[CH:46][C:45]([Br:48])=[CH:44][CH:43]=1.